Dataset: Full USPTO retrosynthesis dataset with 1.9M reactions from patents (1976-2016). Task: Predict the reactants needed to synthesize the given product. Given the product [Cl:30][CH2:31][CH2:32][CH2:33][S:34]([NH:29][C@H:26]1[CH2:27][CH2:28][C@@H:24]([C:21]2[N:20]3[C:15]4[CH:14]=[CH:13][N:12]([S:2]([C:5]5[CH:11]=[CH:10][C:8]([CH3:9])=[CH:7][CH:6]=5)(=[O:4])=[O:3])[C:16]=4[N:17]=[CH:18][C:19]3=[N:23][N:22]=2)[CH2:25]1)(=[O:36])=[O:35], predict the reactants needed to synthesize it. The reactants are: Cl.[S:2]([N:12]1[C:16]2[N:17]=[CH:18][C:19]3[N:20]([C:21]([C@@H:24]4[CH2:28][CH2:27][C@H:26]([NH2:29])[CH2:25]4)=[N:22][N:23]=3)[C:15]=2[CH:14]=[CH:13]1)([C:5]1[CH:11]=[CH:10][C:8]([CH3:9])=[CH:7][CH:6]=1)(=[O:4])=[O:3].[Cl:30][CH2:31][CH2:32][CH2:33][S:34](Cl)(=[O:36])=[O:35].